Dataset: Forward reaction prediction with 1.9M reactions from USPTO patents (1976-2016). Task: Predict the product of the given reaction. Given the reactants [N+:1]([C:4]1[CH:9]=[CH:8][C:7]([C:10]2[S:14][C:13]([C:15]([O:17]CC)=[O:16])=[N:12][CH:11]=2)=[CH:6][CH:5]=1)([O-:3])=[O:2].[OH-].[Na+].Cl, predict the reaction product. The product is: [N+:1]([C:4]1[CH:5]=[CH:6][C:7]([C:10]2[S:14][C:13]([C:15]([OH:17])=[O:16])=[N:12][CH:11]=2)=[CH:8][CH:9]=1)([O-:3])=[O:2].